From a dataset of Forward reaction prediction with 1.9M reactions from USPTO patents (1976-2016). Predict the product of the given reaction. (1) Given the reactants [CH3:1][O:2][C:3]([C:5]1[CH:6]=[C:7]([NH:14][NH2:15])[CH:8]=[CH:9][C:10]=1[N+:11]([O-:13])=[O:12])=[O:4].[C:16]([CH2:19][C:20](=O)[CH3:21])(=O)[CH3:17].C(N(CC)CC)C, predict the reaction product. The product is: [N+:11]([C:10]1[CH:9]=[CH:8][C:7]([N:14]2[C:20]([CH3:21])=[CH:19][C:16]([CH3:17])=[N:15]2)=[CH:6][C:5]=1[C:3]([O:2][CH3:1])=[O:4])([O-:13])=[O:12]. (2) The product is: [Cl:1][C:2]1[CH:3]=[CH:4][C:5]([CH2:8][CH2:9][C:10]([NH:12][CH2:13][CH:14]2[CH2:41][CH2:40][C:17]3[NH:18][CH:19]=[N:20][C:16]=3[CH2:15]2)=[O:11])=[CH:6][CH:7]=1. Given the reactants [Cl:1][C:2]1[CH:7]=[CH:6][C:5]([CH2:8][CH2:9][C:10]([NH:12][CH2:13][CH:14]2[CH2:41][CH2:40][C:17]3[N:18](C(C4C=CC=CC=4)(C4C=CC=CC=4)C4C=CC=CC=4)[CH:19]=[N:20][C:16]=3[CH2:15]2)=[O:11])=[CH:4][CH:3]=1, predict the reaction product. (3) Given the reactants CS(O[CH2:6][CH2:7][CH2:8][C:9]#[CH:10])(=O)=O.[CH3:11][N:12]1[CH2:17][CH2:16][NH:15][CH2:14][CH2:13]1.C([O-])(O)=O.[Na+], predict the reaction product. The product is: [CH3:11][N:12]1[CH2:17][CH2:16][N:15]([CH2:6][CH2:7][CH2:8][C:9]#[CH:10])[CH2:14][CH2:13]1.